Dataset: Forward reaction prediction with 1.9M reactions from USPTO patents (1976-2016). Task: Predict the product of the given reaction. (1) Given the reactants [CH2:1]([C:5]12[CH2:14][CH2:13][CH2:12][CH:11]=[C:10]([CH3:15])[C:9]1(O)[C:8]1[CH:17]=[CH:18][C:19]([O:21][CH2:22][O:23][CH3:24])=[CH:20][C:7]=1[CH2:6]2)[CH2:2][CH2:3][CH3:4].[Cr](Cl)([O-])(=O)=[O:26].[NH+]1C=CC=CC=1, predict the reaction product. The product is: [CH2:1]([C:5]12[CH2:14][CH2:13][CH2:12][C:11](=[O:26])[C:10]([CH3:15])=[C:9]1[C:8]1[CH:17]=[CH:18][C:19]([O:21][CH2:22][O:23][CH3:24])=[CH:20][C:7]=1[CH2:6]2)[CH2:2][CH2:3][CH3:4]. (2) Given the reactants [OH:1][C:2]([C:5]1[C:21]([O:22][CH2:23][C@@H:24]([N:29]2C(=O)C3C(=CC=CC=3)C2=O)[CH2:25][CH:26]([CH3:28])[CH3:27])=[CH:20][C:8]2[N:9]([CH3:19])[C:10](=[O:18])[C:11]3[C:16]([C:7]=2[CH:6]=1)=[CH:15][CH:14]=[N:13][C:12]=3[CH3:17])([CH3:4])[CH3:3].NN, predict the reaction product. The product is: [NH2:29][C@@H:24]([CH2:25][CH:26]([CH3:28])[CH3:27])[CH2:23][O:22][C:21]1[C:5]([C:2]([OH:1])([CH3:3])[CH3:4])=[CH:6][C:7]2[C:16]3[C:11](=[C:12]([CH3:17])[N:13]=[CH:14][CH:15]=3)[C:10](=[O:18])[N:9]([CH3:19])[C:8]=2[CH:20]=1. (3) Given the reactants [F:1][C:2]([F:31])([C:25]1[CH:30]=[CH:29][CH:28]=[CH:27][CH:26]=1)[C@H:3]([OH:24])[CH2:4][CH2:5][C@H:6]1[CH2:10][CH2:9][C:8](=[O:11])[N:7]1[CH2:12][CH2:13][CH2:14][CH2:15][CH2:16][CH2:17][C:18]([O:20]C(C)C)=[O:19].[Li+].[OH-].Cl, predict the reaction product. The product is: [F:31][C:2]([F:1])([C:25]1[CH:26]=[CH:27][CH:28]=[CH:29][CH:30]=1)[C@H:3]([OH:24])[CH2:4][CH2:5][C@H:6]1[CH2:10][CH2:9][C:8](=[O:11])[N:7]1[CH2:12][CH2:13][CH2:14][CH2:15][CH2:16][CH2:17][C:18]([OH:20])=[O:19]. (4) Given the reactants [N:1]([CH2:4][C:5]1[CH:6]=[C:7]([C:14]([NH2:16])=[O:15])[CH:8]=[C:9]([CH:13]=1)[C:10]([NH2:12])=[O:11])=[N+]=[N-].[H][H], predict the reaction product. The product is: [NH2:1][CH2:4][C:5]1[CH:6]=[C:7]([C:14]([NH2:16])=[O:15])[CH:8]=[C:9]([CH:13]=1)[C:10]([NH2:12])=[O:11]. (5) Given the reactants [N:1]1[C:10]2[C:5](=[CH:6][C:7]([CH2:11][C:12](O)=O)=[CH:8][CH:9]=2)[CH:4]=[CH:3][CH:2]=1.C(Cl)(=O)C(Cl)=O.[C:21]1([C:27]2[N:32]=[N:31][C:30]([NH:33][NH2:34])=[CH:29][CH:28]=2)[CH:26]=[CH:25][CH:24]=[CH:23][CH:22]=1.P(Cl)(Cl)(Cl)=O, predict the reaction product. The product is: [C:21]1([C:27]2[CH:28]=[CH:29][C:30]3[N:31]([C:12]([CH2:11][C:7]4[CH:6]=[C:5]5[C:10](=[CH:9][CH:8]=4)[N:1]=[CH:2][CH:3]=[CH:4]5)=[N:34][N:33]=3)[N:32]=2)[CH:22]=[CH:23][CH:24]=[CH:25][CH:26]=1.